This data is from Forward reaction prediction with 1.9M reactions from USPTO patents (1976-2016). The task is: Predict the product of the given reaction. (1) Given the reactants OS(O)(=O)=O.[CH2:6]([CH:9]1[CH2:14][CH2:13][CH:12]([CH2:15][OH:16])[CH2:11][CH2:10]1)[C:7]#[CH:8].C([OH:20])(C)C.O, predict the reaction product. The product is: [CH2:6]([CH:9]1[CH2:14][CH2:13][CH:12]([C:15]([OH:20])=[O:16])[CH2:11][CH2:10]1)[C:7]#[CH:8]. (2) Given the reactants [F:1][C:2]1[CH:7]=[CH:6][C:5]([C:8]2[C:17]3[C:12](=[N:13][C:14]([C:18]([F:21])([F:20])[F:19])=[CH:15][CH:16]=3)[N:11]=[CH:10][CH:9]=2)=[CH:4][C:3]=1[OH:22].C1(P(C2C=CC=CC=2)C2C=CC=CC=2)C=CC=CC=1.CC(OC(/N=N/C(OC(C)C)=O)=O)C.[CH3:56][N:57]1[CH:61]=[C:60]([CH2:62]O)[N:59]=[N:58]1, predict the reaction product. The product is: [F:1][C:2]1[CH:7]=[CH:6][C:5]([C:8]2[CH:9]=[CH:10][N:11]=[C:12]3[C:17]=2[CH:16]=[CH:15][C:14]([C:18]([F:19])([F:20])[F:21])=[N:13]3)=[CH:4][C:3]=1[O:22][CH2:62][C:60]1[N:59]=[N:58][N:57]([CH3:56])[CH:61]=1.